From a dataset of Peptide-MHC class II binding affinity with 134,281 pairs from IEDB. Regression. Given a peptide amino acid sequence and an MHC pseudo amino acid sequence, predict their binding affinity value. This is MHC class II binding data. (1) The peptide sequence is KTMAVCTNAKVTAKG. The MHC is DRB5_0101 with pseudo-sequence DRB5_0101. The binding affinity (normalized) is 0.492. (2) The peptide sequence is YDKFLANVSTVLTGV. The MHC is DRB1_0101 with pseudo-sequence DRB1_0101. The binding affinity (normalized) is 0.809. (3) The binding affinity (normalized) is 0.641. The peptide sequence is DAAFKIAATAANAAP. The MHC is DRB1_0101 with pseudo-sequence DRB1_0101.